This data is from Full USPTO retrosynthesis dataset with 1.9M reactions from patents (1976-2016). The task is: Predict the reactants needed to synthesize the given product. Given the product [CH2:20]([O:12][C:10]([NH:8][C@@H:3]1[CH2:4][CH:5]=[CH:6][CH2:7][C@@H:2]1[NH:9][C:17]([O:19][CH2:20][C:21]1[CH:26]=[CH:25][CH:24]=[CH:23][CH:22]=1)=[O:18])=[O:13])[C:21]1[CH:26]=[CH:25][CH:24]=[CH:23][CH:22]=1, predict the reactants needed to synthesize it. The reactants are: Cl.[CH:2]1([NH2:9])[CH2:7][CH:6]=[CH:5][CH2:4][CH:3]1[NH2:8].[C:10](=[O:13])([O-:12])[O-].[K+].[K+].Cl[C:17]([O:19][CH2:20][C:21]1[CH:26]=[CH:25][CH:24]=[CH:23][CH:22]=1)=[O:18].